Dataset: Full USPTO retrosynthesis dataset with 1.9M reactions from patents (1976-2016). Task: Predict the reactants needed to synthesize the given product. (1) Given the product [CH:11]([C:9]1[CH:8]=[CH:7][C:5]2[NH:6][C:30]([NH2:29])=[N:1][C:4]=2[CH:10]=1)=[CH:12][C:13]1[CH:18]=[CH:17][CH:16]=[CH:15][CH:14]=1, predict the reactants needed to synthesize it. The reactants are: [N+:1]([C:4]1[CH:10]=[C:9]([CH:11]=[CH:12][C:13]2[CH:18]=[CH:17][CH:16]=[CH:15][CH:14]=2)[CH:8]=[CH:7][C:5]=1[NH2:6])([O-])=O.O.O.[Sn](Cl)Cl.C([O-])(O)=O.[Na+].[N:29]#[C:30]Br. (2) Given the product [OH:9][C:10]1[CH:11]=[C:12]([CH:13]2[NH:24][C@H:23]([C:22]([O:21][CH3:20])=[O:27])[CH2:25][S:26]2)[CH:15]=[CH:16][C:17]=1[OH:18], predict the reactants needed to synthesize it. The reactants are: C(O)C.C([O-])(O)=O.[Na+].[OH:9][C:10]1[CH:11]=[C:12]([CH:15]=[CH:16][C:17]=1[OH:18])[CH:13]=O.Cl.[CH3:20][O:21][C:22](=[O:27])[C@H:23]([CH2:25][SH:26])[NH2:24]. (3) Given the product [C:10]([NH:18][C:19]([NH:5][C:4]1[CH:3]=[C:2]([I:1])[CH:8]=[C:7]([I:9])[CH:6]=1)=[S:20])(=[O:17])[C:11]1[CH:16]=[CH:15][CH:14]=[CH:13][CH:12]=1, predict the reactants needed to synthesize it. The reactants are: [I:1][C:2]1[CH:3]=[C:4]([CH:6]=[C:7]([I:9])[CH:8]=1)[NH2:5].[C:10]([N:18]=[C:19]=[S:20])(=[O:17])[C:11]1[CH:16]=[CH:15][CH:14]=[CH:13][CH:12]=1. (4) Given the product [BrH:15].[Cl:11][C:12]1[CH:19]=[CH:18][C:17]([Cl:20])=[CH:16][C:13]=1[CH2:14][N:10]1[CH:9]=[CH:8][CH:7]=[C:3]([C:4]([NH2:6])=[O:5])[C:2]1=[NH:1], predict the reactants needed to synthesize it. The reactants are: [NH2:1][C:2]1[N:10]=[CH:9][CH:8]=[CH:7][C:3]=1[C:4]([NH2:6])=[O:5].[Cl:11][C:12]1[CH:19]=[CH:18][C:17]([Cl:20])=[CH:16][C:13]=1[CH2:14][Br:15]. (5) Given the product [Cl:17][C:11]1[C:10]([CH3:18])=[C:9]([C:6]2[CH:7]=[CH:8][N:4]([CH2:3][C@@H:2]([NH:1][C:27]([C:24]3[CH:23]=[C:22]([C:21]([F:31])([F:20])[F:30])[NH:26][N:25]=3)=[O:28])[CH3:19])[N:5]=2)[CH:16]=[CH:15][C:12]=1[C:13]#[N:14], predict the reactants needed to synthesize it. The reactants are: [NH2:1][C@@H:2]([CH3:19])[CH2:3][N:4]1[CH:8]=[CH:7][C:6]([C:9]2[CH:16]=[CH:15][C:12]([C:13]#[N:14])=[C:11]([Cl:17])[C:10]=2[CH3:18])=[N:5]1.[F:20][C:21]([F:31])([F:30])[C:22]1[NH:26][N:25]=[C:24]([C:27](O)=[O:28])[CH:23]=1.C1C=CC2N(O)N=NC=2C=1.CCN(C(C)C)C(C)C.CCN=C=NCCCN(C)C.